From a dataset of Merck oncology drug combination screen with 23,052 pairs across 39 cell lines. Regression. Given two drug SMILES strings and cell line genomic features, predict the synergy score measuring deviation from expected non-interaction effect. Drug 1: Cc1nc(Nc2ncc(C(=O)Nc3c(C)cccc3Cl)s2)cc(N2CCN(CCO)CC2)n1. Cell line: SKMEL30. Synergy scores: synergy=34.1. Drug 2: Cn1c(=O)n(-c2ccc(C(C)(C)C#N)cc2)c2c3cc(-c4cnc5ccccc5c4)ccc3ncc21.